Task: Predict the product of the given reaction.. Dataset: Forward reaction prediction with 1.9M reactions from USPTO patents (1976-2016) (1) Given the reactants [NH2:1][C:2]1[CH:11]=[CH:10][C:5]([C:6]([O:8][CH3:9])=[O:7])=[C:4](C=O)[CH:3]=1.Cl.[Cl:15][CH2:16][CH:17]=O.[BH3-]C#N.[Na+].[C:23]([O-])(O)=[O:24].[Na+], predict the reaction product. The product is: [CH3:9][O:8][C:6](=[O:7])[C:5]1[CH:10]=[CH:11][C:2]([NH:1][CH2:17][CH2:16][Cl:15])=[CH:3][C:4]=1[O:24][CH3:23]. (2) Given the reactants C([N:14]1[CH2:17][C:16]2([C:21](=[O:22])[N:20]=[CH:19][N:18]2[CH3:23])[CH2:15]1)(C1C=CC=CC=1)C1C=CC=CC=1.[ClH:24], predict the reaction product. The product is: [ClH:24].[CH3:23][N:18]1[CH2:19][NH:20][C:21](=[O:22])[C:16]21[CH2:17][NH:14][CH2:15]2. (3) Given the reactants [CH2:1]([C@@H:3]1[C@@H:7]([C:8]2[CH:13]=[CH:12][C:11]([O:14][CH3:15])=[CH:10][CH:9]=2)[O:6][C:5](=[O:16])[NH:4]1)[CH3:2].[Cl:17][C:18]1[CH:23]=[C:22](Cl)[N:21]=[C:20]([N:25]2[CH2:30][CH2:29][O:28][CH2:27][CH2:26]2)[N:19]=1, predict the reaction product. The product is: [Cl:17][C:18]1[N:19]=[C:20]([N:25]2[CH2:30][CH2:29][O:28][CH2:27][CH2:26]2)[N:21]=[C:22]([N:4]2[C@@H:3]([CH2:1][CH3:2])[C@H:7]([C:8]3[CH:13]=[CH:12][C:11]([O:14][CH3:15])=[CH:10][CH:9]=3)[O:6][C:5]2=[O:16])[CH:23]=1. (4) Given the reactants [CH3:1][C:2]1[CH:3]=[C:4]([CH:7]=[CH:8][C:9]=1[N+:10]([O-:12])=[O:11])[CH2:5]Cl.CN(C=O)C.[C:18]1(=[O:28])[NH:22][C:21](=[O:23])[C:20]2=[CH:24][CH:25]=[CH:26][CH:27]=[C:19]12.[K], predict the reaction product. The product is: [CH3:1][C:2]1[CH:3]=[C:4]([CH:7]=[CH:8][C:9]=1[N+:10]([O-:12])=[O:11])[CH2:5][N:22]1[C:18](=[O:28])[C:19]2[C:20](=[CH:24][CH:25]=[CH:26][CH:27]=2)[C:21]1=[O:23]. (5) Given the reactants C([SiH](CC)CC)C.[CH2:8]([O:10][C:11]([C:13]1[NH:14][C:15]([C:18](=O)[C:19]2[CH:24]=[CH:23][CH:22]=[CH:21][CH:20]=2)=[CH:16][CH:17]=1)=[O:12])[CH3:9], predict the reaction product. The product is: [CH2:8]([O:10][C:11]([C:13]1[NH:14][C:15]([CH2:18][C:19]2[CH:24]=[CH:23][CH:22]=[CH:21][CH:20]=2)=[CH:16][CH:17]=1)=[O:12])[CH3:9].